Dataset: NCI-60 drug combinations with 297,098 pairs across 59 cell lines. Task: Regression. Given two drug SMILES strings and cell line genomic features, predict the synergy score measuring deviation from expected non-interaction effect. (1) Drug 1: CC1C(C(=O)NC(C(=O)N2CCCC2C(=O)N(CC(=O)N(C(C(=O)O1)C(C)C)C)C)C(C)C)NC(=O)C3=C4C(=C(C=C3)C)OC5=C(C(=O)C(=C(C5=N4)C(=O)NC6C(OC(=O)C(N(C(=O)CN(C(=O)C7CCCN7C(=O)C(NC6=O)C(C)C)C)C)C(C)C)C)N)C. Drug 2: CC1=C(C=C(C=C1)NC(=O)C2=CC=C(C=C2)CN3CCN(CC3)C)NC4=NC=CC(=N4)C5=CN=CC=C5. Cell line: RXF 393. Synergy scores: CSS=13.2, Synergy_ZIP=0.294, Synergy_Bliss=0.0180, Synergy_Loewe=2.47, Synergy_HSA=1.24. (2) Drug 1: CCC1=CC2CC(C3=C(CN(C2)C1)C4=CC=CC=C4N3)(C5=C(C=C6C(=C5)C78CCN9C7C(C=CC9)(C(C(C8N6C)(C(=O)OC)O)OC(=O)C)CC)OC)C(=O)OC.C(C(C(=O)O)O)(C(=O)O)O. Drug 2: CC1CCCC2(C(O2)CC(NC(=O)CC(C(C(=O)C(C1O)C)(C)C)O)C(=CC3=CSC(=N3)C)C)C. Cell line: SK-MEL-2. Synergy scores: CSS=33.9, Synergy_ZIP=-6.58, Synergy_Bliss=-9.17, Synergy_Loewe=-8.88, Synergy_HSA=-9.05. (3) Drug 1: CC1OCC2C(O1)C(C(C(O2)OC3C4COC(=O)C4C(C5=CC6=C(C=C35)OCO6)C7=CC(=C(C(=C7)OC)O)OC)O)O. Drug 2: CS(=O)(=O)CCNCC1=CC=C(O1)C2=CC3=C(C=C2)N=CN=C3NC4=CC(=C(C=C4)OCC5=CC(=CC=C5)F)Cl. Cell line: SNB-75. Synergy scores: CSS=15.3, Synergy_ZIP=-4.40, Synergy_Bliss=1.78, Synergy_Loewe=0.562, Synergy_HSA=3.48. (4) Drug 1: CCCCCOC(=O)NC1=NC(=O)N(C=C1F)C2C(C(C(O2)C)O)O. Drug 2: CS(=O)(=O)OCCCCOS(=O)(=O)C. Cell line: RXF 393. Synergy scores: CSS=-1.65, Synergy_ZIP=0.175, Synergy_Bliss=-1.69, Synergy_Loewe=-2.94, Synergy_HSA=-2.70.